Dataset: Full USPTO retrosynthesis dataset with 1.9M reactions from patents (1976-2016). Task: Predict the reactants needed to synthesize the given product. (1) Given the product [OH:34][C:31]1[CH:32]=[CH:33][C:28](/[CH:27]=[CH:26]/[C:2]2[CH:7]=[C:6]([C:8]3[NH:17][C:11]4[N:12]=[CH:13][NH:14][C:15](=[O:16])[C:10]=4[CH:9]=3)[CH:5]=[CH:4][N:3]=2)=[CH:29][CH:30]=1, predict the reactants needed to synthesize it. The reactants are: Cl[C:2]1[CH:7]=[C:6]([C:8]2[NH:17][C:11]3[N:12]=[CH:13][NH:14][C:15](=[O:16])[C:10]=3[CH:9]=2)[CH:5]=[CH:4][N:3]=1.CC1(C)C(C)(C)OB(/[CH:26]=[CH:27]/[C:28]2[CH:33]=[CH:32][C:31]([OH:34])=[CH:30][CH:29]=2)O1.C([O-])([O-])=O.[Na+].[Na+]. (2) The reactants are: C([O:5][C:6](=O)[NH:7][C:8]1[S:9][C:10]2[C:16]([C:17]3[CH:22]=[CH:21][CH:20]=[CH:19][CH:18]=3)=[CH:15][CH:14]=[C:13]([O:23][CH3:24])[C:11]=2[N:12]=1)(C)(C)C.[CH2:26]([NH2:34])[CH2:27][C:28]1[CH:33]=[CH:32][CH:31]=[CH:30][CH:29]=1. Given the product [CH3:24][O:23][C:13]1[C:11]2[N:12]=[C:8]([NH:7][C:6]([NH:34][CH2:26][CH2:27][C:28]3[CH:33]=[CH:32][CH:31]=[CH:30][CH:29]=3)=[O:5])[S:9][C:10]=2[C:16]([C:17]2[CH:22]=[CH:21][CH:20]=[CH:19][CH:18]=2)=[CH:15][CH:14]=1, predict the reactants needed to synthesize it. (3) Given the product [I:18][CH2:2][CH2:3][CH2:4][O:5][C:6]1[CH:15]=[C:14]2[C:9]([CH:10]=[CH:11][C:12](=[O:17])[N:13]2[CH3:16])=[CH:8][CH:7]=1, predict the reactants needed to synthesize it. The reactants are: Cl[CH2:2][CH2:3][CH2:4][O:5][C:6]1[CH:15]=[C:14]2[C:9]([CH:10]=[CH:11][C:12](=[O:17])[N:13]2[CH3:16])=[CH:8][CH:7]=1.[I-:18].[Na+].C(#N)C. (4) Given the product [F:11][CH:10]([F:12])[O:9][C:8]1[C:3]([CH2:2][O:35][C:22]2[CH:23]=[CH:24][C:25]([N:27]3[C:31]([CH3:32])=[C:30]([CH3:33])[C:29]([CH3:34])=[N:28]3)=[CH:26][C:21]=2[CH3:20])=[C:4]([N:13]2[C:17](=[O:18])[N:16]([CH3:19])[N:15]=[N:14]2)[CH:5]=[CH:6][CH:7]=1, predict the reactants needed to synthesize it. The reactants are: Br[CH2:2][C:3]1[C:8]([O:9][CH:10]([F:12])[F:11])=[CH:7][CH:6]=[CH:5][C:4]=1[N:13]1[C:17](=[O:18])[N:16]([CH3:19])[N:15]=[N:14]1.[CH3:20][C:21]1[CH:26]=[C:25]([N:27]2[C:31]([CH3:32])=[C:30]([CH3:33])[C:29]([CH3:34])=[N:28]2)[CH:24]=[CH:23][C:22]=1[OH:35].C(=O)([O-])[O-].[K+].[K+].